From a dataset of NCI-60 drug combinations with 297,098 pairs across 59 cell lines. Regression. Given two drug SMILES strings and cell line genomic features, predict the synergy score measuring deviation from expected non-interaction effect. (1) Drug 1: C#CCC(CC1=CN=C2C(=N1)C(=NC(=N2)N)N)C3=CC=C(C=C3)C(=O)NC(CCC(=O)O)C(=O)O. Drug 2: C(CCl)NC(=O)N(CCCl)N=O. Cell line: 786-0. Synergy scores: CSS=5.31, Synergy_ZIP=-1.99, Synergy_Bliss=2.73, Synergy_Loewe=1.12, Synergy_HSA=1.82. (2) Drug 1: CN1C(=O)N2C=NC(=C2N=N1)C(=O)N. Drug 2: COCCOC1=C(C=C2C(=C1)C(=NC=N2)NC3=CC=CC(=C3)C#C)OCCOC.Cl. Cell line: IGROV1. Synergy scores: CSS=10.5, Synergy_ZIP=-1.39, Synergy_Bliss=1.01, Synergy_Loewe=-5.93, Synergy_HSA=-0.936.